The task is: Regression. Given two drug SMILES strings and cell line genomic features, predict the synergy score measuring deviation from expected non-interaction effect.. This data is from NCI-60 drug combinations with 297,098 pairs across 59 cell lines. (1) Drug 1: CC12CCC3C(C1CCC2O)C(CC4=C3C=CC(=C4)O)CCCCCCCCCS(=O)CCCC(C(F)(F)F)(F)F. Drug 2: C1=CN(C=N1)CC(O)(P(=O)(O)O)P(=O)(O)O. Cell line: T-47D. Synergy scores: CSS=14.5, Synergy_ZIP=-3.30, Synergy_Bliss=-2.36, Synergy_Loewe=-2.80, Synergy_HSA=-1.14. (2) Drug 1: CN1C(=O)N2C=NC(=C2N=N1)C(=O)N. Drug 2: CN(C(=O)NC(C=O)C(C(C(CO)O)O)O)N=O. Cell line: SF-268. Synergy scores: CSS=2.70, Synergy_ZIP=-0.857, Synergy_Bliss=-1.31, Synergy_Loewe=-1.50, Synergy_HSA=-1.57. (3) Drug 1: COC1=C(C=C2C(=C1)N=CN=C2NC3=CC(=C(C=C3)F)Cl)OCCCN4CCOCC4. Drug 2: CCC1=C2CN3C(=CC4=C(C3=O)COC(=O)C4(CC)O)C2=NC5=C1C=C(C=C5)O. Cell line: HT29. Synergy scores: CSS=47.1, Synergy_ZIP=8.90, Synergy_Bliss=9.56, Synergy_Loewe=1.23, Synergy_HSA=12.0. (4) Drug 1: C1=CC(=CC=C1C#N)C(C2=CC=C(C=C2)C#N)N3C=NC=N3. Drug 2: C(CC(=O)O)C(=O)CN.Cl. Cell line: HCC-2998. Synergy scores: CSS=15.6, Synergy_ZIP=-4.49, Synergy_Bliss=0.779, Synergy_Loewe=7.41, Synergy_HSA=4.03. (5) Drug 1: CCCS(=O)(=O)NC1=C(C(=C(C=C1)F)C(=O)C2=CNC3=C2C=C(C=N3)C4=CC=C(C=C4)Cl)F. Drug 2: CN1C(=O)N2C=NC(=C2N=N1)C(=O)N. Cell line: SK-OV-3. Synergy scores: CSS=-4.22, Synergy_ZIP=1.61, Synergy_Bliss=-0.206, Synergy_Loewe=-2.90, Synergy_HSA=-2.76. (6) Drug 1: C1CN1P(=S)(N2CC2)N3CC3. Drug 2: CC1=C2C(C(=O)C3(C(CC4C(C3C(C(C2(C)C)(CC1OC(=O)C(C(C5=CC=CC=C5)NC(=O)OC(C)(C)C)O)O)OC(=O)C6=CC=CC=C6)(CO4)OC(=O)C)O)C)O. Cell line: CAKI-1. Synergy scores: CSS=22.0, Synergy_ZIP=1.31, Synergy_Bliss=4.52, Synergy_Loewe=2.75, Synergy_HSA=3.00.